From a dataset of Full USPTO retrosynthesis dataset with 1.9M reactions from patents (1976-2016). Predict the reactants needed to synthesize the given product. (1) Given the product [CH2:14]([O:13][C:11]1[CH:12]=[C:7]([N:25]2[CH2:26][CH2:27][CH2:28][CH:23]([CH3:22])[CH2:24]2)[N:8]=[CH:9][N:10]=1)[C:15]#[C:16][CH3:17], predict the reactants needed to synthesize it. The reactants are: CN(C)C=O.Cl[C:7]1[CH:12]=[C:11]([O:13][CH2:14][C:15]#[C:16][CH3:17])[N:10]=[CH:9][N:8]=1.C(=O)([O-])[O-].[CH3:22][CH:23]1[CH2:28][CH2:27][CH2:26][NH:25][CH2:24]1. (2) Given the product [Cl:43][C:44]1[CH:45]=[C:46]([C:47]2[O:22][N:23]=[C:24]([C:25]3[CH:33]=[CH:32][CH:31]=[C:30]4[C:26]=3[CH:27]=[N:28][N:29]4[CH2:34][CH2:35][CH2:36][C:37]([O:39][CH2:40][CH3:41])=[O:38])[N:42]=2)[CH:50]=[CH:51][C:52]=1[O:53][CH:54]([CH3:55])[CH3:56], predict the reactants needed to synthesize it. The reactants are: ONC(=N)C1C2C(C=CC=1)=NN(CCCC(OCC)=O)C=2.[OH:22][NH:23][C:24](=[NH:42])[C:25]1[CH:33]=[CH:32][CH:31]=[C:30]2[C:26]=1[CH:27]=[N:28][N:29]2[CH2:34][CH2:35][CH2:36][C:37]([O:39][CH2:40][CH3:41])=[O:38].[Cl:43][C:44]1[CH:45]=[C:46]([CH:50]=[CH:51][C:52]=1[O:53][CH:54]([CH3:56])[CH3:55])[C:47](O)=O.C(Cl)CCl.C1C=CC2N(O)N=NC=2C=1.